Dataset: Full USPTO retrosynthesis dataset with 1.9M reactions from patents (1976-2016). Task: Predict the reactants needed to synthesize the given product. (1) Given the product [CH2:1]([O:3][C:4]([N:6]1[CH2:11][CH2:10][N:9]([C:12](=[O:29])[C:13]2[CH:18]=[C:17]([O:19][CH2:40][C:37]3[CH:36]=[CH:35][C:34]([C:33]([O:32][CH2:30][CH3:31])=[O:42])=[CH:39][CH:38]=3)[CH:16]=[C:15]([O:20][C:21]3[CH:26]=[CH:25][C:24]([C:27]#[N:28])=[CH:23][CH:22]=3)[CH:14]=2)[CH2:8][CH2:7]1)=[O:5])[CH3:2], predict the reactants needed to synthesize it. The reactants are: [CH2:1]([O:3][C:4]([N:6]1[CH2:11][CH2:10][N:9]([C:12](=[O:29])[C:13]2[CH:18]=[C:17]([OH:19])[CH:16]=[C:15]([O:20][C:21]3[CH:26]=[CH:25][C:24]([C:27]#[N:28])=[CH:23][CH:22]=3)[CH:14]=2)[CH2:8][CH2:7]1)=[O:5])[CH3:2].[CH2:30]([O:32][C:33](=[O:42])[C:34]1[CH:39]=[CH:38][C:37]([CH2:40]Br)=[CH:36][CH:35]=1)[CH3:31]. (2) Given the product [S:3]1[CH:4]=[CH:5][N:6]=[C:2]1[NH:1][C:12](=[O:13])[O:11][C:8]([CH3:10])([CH3:9])[CH3:7], predict the reactants needed to synthesize it. The reactants are: [NH2:1][C:2]1[S:3][CH:4]=[CH:5][N:6]=1.[CH3:7][C:8]([O:11][C:12](O[C:12]([O:11][C:8]([CH3:10])([CH3:9])[CH3:7])=[O:13])=[O:13])([CH3:10])[CH3:9].CCN(CC)CC.